From a dataset of NCI-60 drug combinations with 297,098 pairs across 59 cell lines. Regression. Given two drug SMILES strings and cell line genomic features, predict the synergy score measuring deviation from expected non-interaction effect. (1) Drug 1: CC(C)(C#N)C1=CC=C(C=C1)N2C3=C4C=C(C=CC4=NC=C3N(C2=O)C)C5=CC6=CC=CC=C6N=C5. Drug 2: CCC1=C2CN3C(=CC4=C(C3=O)COC(=O)C4(CC)O)C2=NC5=C1C=C(C=C5)O. Cell line: HT29. Synergy scores: CSS=60.8, Synergy_ZIP=7.55, Synergy_Bliss=7.77, Synergy_Loewe=9.06, Synergy_HSA=13.0. (2) Drug 1: CS(=O)(=O)C1=CC(=C(C=C1)C(=O)NC2=CC(=C(C=C2)Cl)C3=CC=CC=N3)Cl. Drug 2: C1=NC2=C(N=C(N=C2N1C3C(C(C(O3)CO)O)F)Cl)N. Cell line: CCRF-CEM. Synergy scores: CSS=49.6, Synergy_ZIP=-0.613, Synergy_Bliss=-0.642, Synergy_Loewe=-10.3, Synergy_HSA=-0.355. (3) Drug 1: CCCS(=O)(=O)NC1=C(C(=C(C=C1)F)C(=O)C2=CNC3=C2C=C(C=N3)C4=CC=C(C=C4)Cl)F. Drug 2: C1=NC2=C(N=C(N=C2N1C3C(C(C(O3)CO)O)F)Cl)N. Cell line: KM12. Synergy scores: CSS=2.82, Synergy_ZIP=-1.46, Synergy_Bliss=-1.15, Synergy_Loewe=-27.6, Synergy_HSA=-3.80. (4) Drug 1: CC1=C(C(=O)C2=C(C1=O)N3CC4C(C3(C2COC(=O)N)OC)N4)N. Drug 2: C1C(C(OC1N2C=NC(=NC2=O)N)CO)O. Cell line: ACHN. Synergy scores: CSS=48.5, Synergy_ZIP=2.53, Synergy_Bliss=4.34, Synergy_Loewe=4.27, Synergy_HSA=6.23. (5) Drug 1: C1CCC(CC1)NC(=O)N(CCCl)N=O. Drug 2: C(CN)CNCCSP(=O)(O)O. Cell line: ACHN. Synergy scores: CSS=2.15, Synergy_ZIP=-4.62, Synergy_Bliss=-8.85, Synergy_Loewe=-12.8, Synergy_HSA=-8.36. (6) Drug 1: C1C(C(OC1N2C=C(C(=O)NC2=O)F)CO)O. Drug 2: CC1CCCC2(C(O2)CC(NC(=O)CC(C(C(=O)C(C1O)C)(C)C)O)C(=CC3=CSC(=N3)C)C)C. Cell line: NCI-H460. Synergy scores: CSS=75.2, Synergy_ZIP=-0.578, Synergy_Bliss=-1.57, Synergy_Loewe=-5.00, Synergy_HSA=1.33. (7) Drug 2: CC1C(C(CC(O1)OC2CC(CC3=C2C(=C4C(=C3O)C(=O)C5=C(C4=O)C(=CC=C5)OC)O)(C(=O)CO)O)N)O.Cl. Drug 1: C1C(C(OC1N2C=C(C(=O)NC2=O)F)CO)O. Synergy scores: CSS=51.5, Synergy_ZIP=-3.96, Synergy_Bliss=-4.95, Synergy_Loewe=-2.46, Synergy_HSA=0.256. Cell line: RPMI-8226. (8) Drug 1: C1=NC2=C(N=C(N=C2N1C3C(C(C(O3)CO)O)F)Cl)N. Drug 2: CS(=O)(=O)OCCCCOS(=O)(=O)C. Cell line: UACC-257. Synergy scores: CSS=1.22, Synergy_ZIP=-0.838, Synergy_Bliss=-1.63, Synergy_Loewe=-0.0786, Synergy_HSA=-1.37. (9) Drug 1: CCCS(=O)(=O)NC1=C(C(=C(C=C1)F)C(=O)C2=CNC3=C2C=C(C=N3)C4=CC=C(C=C4)Cl)F. Drug 2: CN(CC1=CN=C2C(=N1)C(=NC(=N2)N)N)C3=CC=C(C=C3)C(=O)NC(CCC(=O)O)C(=O)O. Cell line: IGROV1. Synergy scores: CSS=12.5, Synergy_ZIP=-5.06, Synergy_Bliss=-4.18, Synergy_Loewe=-26.3, Synergy_HSA=-4.64. (10) Drug 1: C1=CC(=CC=C1CC(C(=O)O)N)N(CCCl)CCCl.Cl. Drug 2: B(C(CC(C)C)NC(=O)C(CC1=CC=CC=C1)NC(=O)C2=NC=CN=C2)(O)O. Cell line: UACC-257. Synergy scores: CSS=7.79, Synergy_ZIP=2.35, Synergy_Bliss=8.87, Synergy_Loewe=5.37, Synergy_HSA=4.89.